Dataset: Catalyst prediction with 721,799 reactions and 888 catalyst types from USPTO. Task: Predict which catalyst facilitates the given reaction. (1) Reactant: [C:1]1([S:7]([C:10]2[CH:15]=[CH:14][C:13]([O:16]C)=[CH:12][CH:11]=2)(=[O:9])=[O:8])[CH:6]=[CH:5][CH:4]=[CH:3][CH:2]=1.B(Br)(Br)Br.O. The catalyst class is: 2. Product: [C:1]1([S:7]([C:10]2[CH:11]=[CH:12][C:13]([OH:16])=[CH:14][CH:15]=2)(=[O:8])=[O:9])[CH:6]=[CH:5][CH:4]=[CH:3][CH:2]=1. (2) Reactant: [O-:1][N+:2]1[C:7]([C:8]([F:11])([F:10])[F:9])=[CH:6][CH:5]=[C:4]([C@H:12]([NH:14]C(=O)OC(C)(C)C)[CH3:13])[CH:3]=1.[ClH:22]. Product: [ClH:22].[O-:1][N+:2]1[C:7]([C:8]([F:9])([F:10])[F:11])=[CH:6][CH:5]=[C:4]([C@H:12]([NH2:14])[CH3:13])[CH:3]=1. The catalyst class is: 12. (3) Reactant: [Cl:1][C:2]([O:4][CH:5]([Cl:7])[CH3:6])=[O:3].[CH3:8][C:9]1([CH3:16])[O:13][CH:12](NC)[CH2:11][O:10]1.[N:17]1[CH:22]=[CH:21][CH:20]=[CH:19][CH:18]=1. Product: [CH3:16][C:9]1([CH3:8])[O:13][CH:12]([CH2:18][NH:17][C:2](=[O:3])[O:4][CH:5]([Cl:7])[CH3:6])[CH2:11][O:10]1.[ClH:1].[N:17]1[CH:22]=[CH:21][CH:20]=[CH:19][CH:18]=1. The catalyst class is: 2. (4) Reactant: [CH3:1][S:2][C:3]1[N:8]=[C:7]([N:9]2[C:17]3[C:12](=[C:13]([NH:18][S:19]([CH3:22])(=[O:21])=[O:20])[CH:14]=[CH:15][CH:16]=3)[CH:11]=[CH:10]2)[CH:6]=[CH:5][N:4]=1.C([O-])([O-])=O.[K+].[K+].[CH2:29](I)[CH3:30]. Product: [CH2:29]([N:18]([C:13]1[CH:14]=[CH:15][CH:16]=[C:17]2[C:12]=1[CH:11]=[CH:10][N:9]2[C:7]1[CH:6]=[CH:5][N:4]=[C:3]([S:2][CH3:1])[N:8]=1)[S:19]([CH3:22])(=[O:21])=[O:20])[CH3:30]. The catalyst class is: 18. (5) Reactant: [CH2:1]([O:8][C:9]1[CH:10]=[C:11]2[C:16](=[CH:17][CH:18]=1)[C:15](=[O:19])[N:14]([CH2:20][CH:21]([CH3:23])[CH3:22])[C:13]([CH2:24]Cl)=[C:12]2[O:26][CH2:27][CH2:28][CH2:29][C:30]([F:33])([F:32])[F:31])[C:2]1[CH:7]=[CH:6][CH:5]=[CH:4][CH:3]=1.[C:34]1(=[O:44])[NH:38][C:37](=[O:39])[C:36]2=[CH:40][CH:41]=[CH:42][CH:43]=[C:35]12.[K].O. Product: [CH2:1]([O:8][C:9]1[CH:10]=[C:11]2[C:16](=[CH:17][CH:18]=1)[C:15](=[O:19])[N:14]([CH2:20][CH:21]([CH3:23])[CH3:22])[C:13]([CH2:24][N:38]1[C:34](=[O:44])[C:35]3[C:36](=[CH:40][CH:41]=[CH:42][CH:43]=3)[C:37]1=[O:39])=[C:12]2[O:26][CH2:27][CH2:28][CH2:29][C:30]([F:33])([F:32])[F:31])[C:2]1[CH:7]=[CH:6][CH:5]=[CH:4][CH:3]=1. The catalyst class is: 9. (6) Reactant: O1C(C2C=C(N[C:13]3[N:18]=[C:17]([C:19]4[C:20]([C:28]5[CH:29]=[C:30]([NH:34][C:35](=[O:42])[CH2:36]C6SC=CC=6)[CH:31]=[CH:32][CH:33]=5)=[N:21][N:22]5[CH:27]=[CH:26][CH:25]=[CH:24][C:23]=45)[CH:16]=[CH:15][N:14]=3)C=CC=2)=CN=C1.[S:43]1[CH:47]=[CH:46][C:45](CC(O)=O)=[CH:44]1.[ClH:52].CN(C)CCCN=C=NCC.ON1C2C=CC=CC=2N=N1.C(N(C(C)C)CC)(C)C. Product: [Cl:52][C:13]1[N:18]=[C:17]([C:19]2[C:20]([C:28]3[CH:29]=[C:30]([NH:34][C:35](=[O:42])[CH2:36][C:45]4[CH:46]=[CH:47][S:43][CH:44]=4)[CH:31]=[CH:32][CH:33]=3)=[N:21][N:22]3[CH:27]=[CH:26][CH:25]=[CH:24][C:23]=23)[CH:16]=[CH:15][N:14]=1. The catalyst class is: 76. (7) The catalyst class is: 1. Reactant: [Si]([O:8][CH2:9][CH2:10][CH2:11][C:12]([C:24]1[CH:29]=[CH:28][CH:27]=[C:26]([Cl:30])[CH:25]=1)([C:14]1[CH:18]=[C:17]([CH:19]2[O:23][CH2:22][CH2:21][O:20]2)[S:16][CH:15]=1)[OH:13])(C(C)(C)C)(C)C. Product: [Cl:30][C:26]1[CH:25]=[C:24]([C:12]([C:14]2[CH:18]=[C:17]([CH:19]3[O:23][CH2:22][CH2:21][O:20]3)[S:16][CH:15]=2)([OH:13])[CH2:11][CH2:10][CH2:9][OH:8])[CH:29]=[CH:28][CH:27]=1. (8) The catalyst class is: 27. Reactant: [H-].[Na+].[C:3]1(=[O:9])[CH2:8][CH2:7][CH2:6][CH2:5][CH2:4]1.[CH:10](OCC)=[O:11]. Product: [OH:11][CH:10]=[C:4]1[CH2:5][CH2:6][CH2:7][CH2:8][C:3]1=[O:9].